Predict which catalyst facilitates the given reaction. From a dataset of Catalyst prediction with 721,799 reactions and 888 catalyst types from USPTO. Reactant: [C:1]([O:5][C:6](=[O:16])[NH:7][CH2:8][C:9]1[CH:14]=[CH:13][C:12]([NH2:15])=[CH:11][CH:10]=1)([CH3:4])([CH3:3])[CH3:2].C(N(CC)CC)C.[CH3:24][S:25](Cl)(=[O:27])=[O:26].Cl. Product: [C:1]([O:5][C:6](=[O:16])[NH:7][CH2:8][C:9]1[CH:10]=[CH:11][C:12]([NH:15][S:25]([CH3:24])(=[O:27])=[O:26])=[CH:13][CH:14]=1)([CH3:4])([CH3:2])[CH3:3]. The catalyst class is: 46.